This data is from Reaction yield outcomes from USPTO patents with 853,638 reactions. The task is: Predict the reaction yield, written as a fraction of the theoretical maximum amount of product (1.0 means a 100% yield; for example, 0.34 means a 34% yield). (1) The reactants are [NH2:1][C:2]1[S:6][C:5]([C:7]([O:9][CH3:10])=[O:8])=[C:4]([O:11][C@@H:12]([C:14]2[CH:19]=[CH:18][CH:17]=[CH:16][C:15]=2[C:20]([F:23])([F:22])[F:21])[CH3:13])[CH:3]=1.Br[C:25]1[CH:30]=[C:29]([O:31][CH2:32][O:33][CH3:34])[CH:28]=[CH:27][C:26]=1[N+:35]([O-:37])=[O:36].C(=O)([O-])[O-].[Cs+].[Cs+]. The catalyst is O1CCOCC1.CCOC(C)=O.C1C=CC(/C=C/C(/C=C/C2C=CC=CC=2)=O)=CC=1.C1C=CC(/C=C/C(/C=C/C2C=CC=CC=2)=O)=CC=1.C1C=CC(/C=C/C(/C=C/C2C=CC=CC=2)=O)=CC=1.[Pd].[Pd].CC1(C)C2C(=C(P(C3C=CC=CC=3)C3C=CC=CC=3)C=CC=2)OC2C(P(C3C=CC=CC=3)C3C=CC=CC=3)=CC=CC1=2. The product is [CH3:34][O:33][CH2:32][O:31][C:29]1[CH:28]=[CH:27][C:26]([N+:35]([O-:37])=[O:36])=[C:25]([NH:1][C:2]2[S:6][C:5]([C:7]([O:9][CH3:10])=[O:8])=[C:4]([O:11][C@@H:12]([C:14]3[CH:19]=[CH:18][CH:17]=[CH:16][C:15]=3[C:20]([F:23])([F:21])[F:22])[CH3:13])[CH:3]=2)[CH:30]=1. The yield is 0.820. (2) The reactants are [Cl:1][C:2]1[CH:3]=[C:4]([C:17]([OH:19])=O)[C:5]2[O:9][C:8]([C:10]3[CH:15]=[CH:14][CH:13]=[CH:12][CH:11]=3)=[N:7][C:6]=2[CH:16]=1.Cl.Cl.[NH2:22][CH:23]1[CH:28]2[CH2:29][CH2:30][N:25]([CH2:26][CH2:27]2)[CH2:24]1. No catalyst specified. The product is [N:25]12[CH2:30][CH2:29][CH:28]([CH2:27][CH2:26]1)[CH:23]([NH:22][C:17]([C:4]1[C:5]3[O:9][C:8]([C:10]4[CH:11]=[CH:12][CH:13]=[CH:14][CH:15]=4)=[N:7][C:6]=3[CH:16]=[C:2]([Cl:1])[CH:3]=1)=[O:19])[CH2:24]2. The yield is 0.560. (3) The product is [CH2:27]([O:34][N:35]1[C:41](=[O:42])[N:40]2[CH2:43][C@H:36]1[CH2:37][CH2:38][C@H:39]2[C:44]([NH:11][NH:10][C:12]([N:14]1[CH2:19][CH2:18][N:17]([C:20]([O:22][C:23]([CH3:26])([CH3:25])[CH3:24])=[O:21])[CH2:16][CH2:15]1)=[S:13])=[O:45])[C:28]1[CH:29]=[CH:30][CH:31]=[CH:32][CH:33]=1. The yield is 0.490. The catalyst is CN(C=O)C. The reactants are CCN(C(C)C)C(C)C.[NH:10]([C:12]([N:14]1[CH2:19][CH2:18][N:17]([C:20]([O:22][C:23]([CH3:26])([CH3:25])[CH3:24])=[O:21])[CH2:16][CH2:15]1)=[S:13])[NH2:11].[CH2:27]([O:34][N:35]1[C:41](=[O:42])[N:40]2[CH2:43][C@H:36]1[CH2:37][CH2:38][C@H:39]2[C:44](O)=[O:45])[C:28]1[CH:33]=[CH:32][CH:31]=[CH:30][CH:29]=1.CN(C(ON1N=NC2C=CC=NC1=2)=[N+](C)C)C.F[P-](F)(F)(F)(F)F.